Task: Predict the product of the given reaction.. Dataset: Forward reaction prediction with 1.9M reactions from USPTO patents (1976-2016) (1) The product is: [F:8][C:9]1[C:14]([F:15])=[CH:13][CH:12]=[CH:11][C:10]=1[C@H:16]1[CH2:22][N:21]2[C:23]([CH2:26][C:27]([F:30])([F:28])[F:29])=[CH:24][N:25]=[C:20]2[C@H:19]([NH:31][C:62]([N:45]2[CH2:46][CH2:47][CH:48]([N:51]3[C:52](=[O:61])[NH:53][C:54]([C:59]4[CH:58]=[CH:57][CH:56]=[CH:55][CH:60]=4)=[N:42]3)[CH2:49][CH2:50]2)=[O:65])[CH2:18][CH2:17]1. Given the reactants C(N(CC)CC)C.[F:8][C:9]1[C:14]([F:15])=[CH:13][CH:12]=[CH:11][C:10]=1[C@H:16]1[CH2:22][N:21]2[C:23]([CH2:26][C:27]([F:30])([F:29])[F:28])=[CH:24][N:25]=[C:20]2[C@H:19]([NH2:31])[CH2:18][CH2:17]1.ClC(OC1C=CC([N+:42]([O-])=O)=CC=1)=O.[NH:45]1[CH2:50][CH2:49][CH:48]([N:51]2[CH2:60][C:59]3[C:54](=[CH:55][CH:56]=[CH:57][CH:58]=3)[NH:53][C:52]2=[O:61])[CH2:47][CH2:46]1.[C:62](=[O:65])([O-])[O-].[Na+].[Na+], predict the reaction product. (2) Given the reactants [NH2:1][C:2]1[CH:26]=[CH:25][C:5]2[N:6]([CH:19]([CH2:23][CH3:24])[C:20]([O-:22])=[O:21])[C:7](=[N:9][C:10](=[O:18])[C:11]3[CH:16]=[CH:15][C:14]([CH3:17])=[CH:13][CH:12]=3)[S:8][C:4]=2[CH:3]=1.[CH:27](N(C(C)C)CC)(C)C.CNC1(NC)C=CN=CC1.[C:46](OC(=O)C)(=[O:48])[CH3:47], predict the reaction product. The product is: [C:46]([NH:1][C:2]1[CH:26]=[CH:25][C:5]2[N:6]([CH:19]([CH2:23][CH3:24])[C:20]([O:22][CH3:27])=[O:21])[C:7](=[N:9][C:10](=[O:18])[C:11]3[CH:12]=[CH:13][C:14]([CH3:17])=[CH:15][CH:16]=3)[S:8][C:4]=2[CH:3]=1)(=[O:48])[CH3:47]. (3) Given the reactants [OH-:1].[Na+].COC(=O)CC1C=CC([C:13]2[CH:18]=[CH:17][C:16]([C:19]([CH2:38][CH3:39])([C:22]3[CH:27]=[CH:26][C:25]([C:28]#[C:29][C:30]4([OH:36])[CH2:35][CH2:34][O:33][CH2:32][CH2:31]4)=[C:24]([CH3:37])[CH:23]=3)[CH2:20][CH3:21])=[CH:15][C:14]=2[CH3:40])=CC=1, predict the reaction product. The product is: [CH2:20]([C:19]([C:22]1[CH:27]=[CH:26][C:25]([C:28]#[C:29][C:30]2([OH:36])[CH2:35][CH2:34][O:33][CH2:32][CH2:31]2)=[C:24]([CH3:37])[CH:23]=1)([C:16]1[CH:17]=[CH:18][C:13]([OH:1])=[C:14]([CH3:40])[CH:15]=1)[CH2:38][CH3:39])[CH3:21].